From a dataset of Full USPTO retrosynthesis dataset with 1.9M reactions from patents (1976-2016). Predict the reactants needed to synthesize the given product. (1) Given the product [CH2:1]([N:8]1[CH2:15][CH2:14][C:13]2([C:17]3[CH:18]=[C:19]([CH:20]=[CH:21][CH:22]=3)[C:31]#[N:32])[CH2:16][CH:9]1[CH2:10][CH2:11][CH2:12]2)[C:2]1[CH:7]=[CH:6][CH:5]=[CH:4][CH:3]=1, predict the reactants needed to synthesize it. The reactants are: [CH2:1]([N:8]1[CH2:15][CH2:14][C:13]2([C:17]3[CH:18]=[C:19](OS(C(F)(F)F)(=O)=O)[CH:20]=[CH:21][CH:22]=3)[CH2:16][CH:9]1[CH2:10][CH2:11][CH2:12]2)[C:2]1[CH:7]=[CH:6][CH:5]=[CH:4][CH:3]=1.[CH3:31][N:32](C=O)C. (2) Given the product [CH3:17][O:8][C:7](=[O:9])[C:6]1[CH:10]=[CH:11][C:3]([O:2][CH3:1])=[CH:4][C:5]=1[CH3:12], predict the reactants needed to synthesize it. The reactants are: [CH3:1][O:2][C:3]1[CH:11]=[CH:10][C:6]([C:7]([OH:9])=[O:8])=[C:5]([CH3:12])[CH:4]=1.S(Cl)(Cl)=O.[CH3:17]O.